This data is from Forward reaction prediction with 1.9M reactions from USPTO patents (1976-2016). The task is: Predict the product of the given reaction. (1) Given the reactants [F:1][C:2]([F:17])([F:16])[C:3]1[CH:15]=[CH:14][C:6](/[CH:7]=[CH:8]/[C:9](OCC)=[O:10])=[CH:5][CH:4]=1.[H-].C([Al+]CC(C)C)C(C)C.C1(C)C=CC=CC=1, predict the reaction product. The product is: [F:1][C:2]([F:16])([F:17])[C:3]1[CH:15]=[CH:14][C:6](/[CH:7]=[CH:8]/[CH2:9][OH:10])=[CH:5][CH:4]=1. (2) Given the reactants C(OC(=O)[NH:10][CH2:11][CH2:12][CH2:13][CH2:14][C:15]1[CH:20]=[CH:19][C:18]([O:21][CH2:22][CH2:23][N:24](CC2C=CC=CC=2)[CH2:25][C@@H:26]([C:28]2[CH:33]=[CH:32][C:31]([O:34]CC3C=CC=CC=3)=[C:30]([NH:42][CH:43]=[O:44])[CH:29]=2)[OH:27])=[CH:17][CH:16]=1)C1C=CC=CC=1, predict the reaction product. The product is: [NH2:10][CH2:11][CH2:12][CH2:13][CH2:14][C:15]1[CH:20]=[CH:19][C:18]([O:21][CH2:22][CH2:23][NH:24][CH2:25][C@@H:26]([C:28]2[CH:33]=[CH:32][C:31]([OH:34])=[C:30]([NH:42][CH:43]=[O:44])[CH:29]=2)[OH:27])=[CH:17][CH:16]=1. (3) Given the reactants [C:1]([O:5][C@@H:6]([C:11]1[C:16]([CH3:17])=[CH:15][N:14]2[N:18]=[C:19]([C:21]([O:23]C)=[O:22])[CH:20]=[C:13]2[C:12]=1[C:25]1[C:34]2[C:29]3=[C:30]([CH2:35][CH2:36][O:37][C:28]3=[CH:27][CH:26]=1)[CH:31]=[CH:32][N:33]=2)[C:7]([O:9][CH3:10])=[O:8])([CH3:4])([CH3:3])[CH3:2].[OH-].[Na+], predict the reaction product. The product is: [C:1]([O:5][C@@H:6]([C:11]1[C:16]([CH3:17])=[CH:15][N:14]2[N:18]=[C:19]([C:21]([OH:23])=[O:22])[CH:20]=[C:13]2[C:12]=1[C:25]1[C:34]2[C:29]3=[C:30]([CH2:35][CH2:36][O:37][C:28]3=[CH:27][CH:26]=1)[CH:31]=[CH:32][N:33]=2)[C:7]([O:9][CH3:10])=[O:8])([CH3:4])([CH3:2])[CH3:3]. (4) The product is: [CH:1]1([N:6]2[C:14]3[CH:13]=[CH:12][NH:11][C:10](=[O:15])[C:9]=3[C:8]([C:17]3[CH:18]=[CH:19][C:20]([C:21]([NH2:23])=[O:22])=[CH:24][CH:25]=3)=[N:7]2)[CH2:2][CH2:3][CH2:4][CH2:5]1. Given the reactants [CH:1]1([N:6]2[C:14]3[CH:13]=[CH:12][N:11]=[C:10]([O:15]C)[C:9]=3[C:8]([C:17]3[CH:25]=[CH:24][C:20]([C:21]([NH2:23])=[O:22])=[CH:19][CH:18]=3)=[N:7]2)[CH2:5][CH2:4][CH2:3][CH2:2]1.[I-].[Na+].Cl[Si](C)(C)C.O, predict the reaction product.